From a dataset of NCI-60 drug combinations with 297,098 pairs across 59 cell lines. Regression. Given two drug SMILES strings and cell line genomic features, predict the synergy score measuring deviation from expected non-interaction effect. (1) Drug 1: CC1=C(C=C(C=C1)NC(=O)C2=CC=C(C=C2)CN3CCN(CC3)C)NC4=NC=CC(=N4)C5=CN=CC=C5. Drug 2: CC1=C2C(C(=O)C3(C(CC4C(C3C(C(C2(C)C)(CC1OC(=O)C(C(C5=CC=CC=C5)NC(=O)C6=CC=CC=C6)O)O)OC(=O)C7=CC=CC=C7)(CO4)OC(=O)C)O)C)OC(=O)C. Cell line: NCI-H322M. Synergy scores: CSS=13.1, Synergy_ZIP=4.13, Synergy_Bliss=2.35, Synergy_Loewe=-17.9, Synergy_HSA=-5.68. (2) Drug 1: CC1=C(C(=O)C2=C(C1=O)N3CC4C(C3(C2COC(=O)N)OC)N4)N. Drug 2: C1CCC(C(C1)N)N.C(=O)(C(=O)[O-])[O-].[Pt+4]. Cell line: SF-539. Synergy scores: CSS=-4.01, Synergy_ZIP=-12.1, Synergy_Bliss=-24.2, Synergy_Loewe=-35.1, Synergy_HSA=-27.4. (3) Drug 1: CCC1=C2CN3C(=CC4=C(C3=O)COC(=O)C4(CC)O)C2=NC5=C1C=C(C=C5)O. Drug 2: CNC(=O)C1=NC=CC(=C1)OC2=CC=C(C=C2)NC(=O)NC3=CC(=C(C=C3)Cl)C(F)(F)F. Cell line: T-47D. Synergy scores: CSS=41.0, Synergy_ZIP=3.15, Synergy_Bliss=4.64, Synergy_Loewe=0.264, Synergy_HSA=6.37. (4) Drug 1: CC1C(C(=O)NC(C(=O)N2CCCC2C(=O)N(CC(=O)N(C(C(=O)O1)C(C)C)C)C)C(C)C)NC(=O)C3=C4C(=C(C=C3)C)OC5=C(C(=O)C(=C(C5=N4)C(=O)NC6C(OC(=O)C(N(C(=O)CN(C(=O)C7CCCN7C(=O)C(NC6=O)C(C)C)C)C)C(C)C)C)N)C. Drug 2: C1=CC=C(C(=C1)C(C2=CC=C(C=C2)Cl)C(Cl)Cl)Cl. Cell line: UACC-257. Synergy scores: CSS=-5.42, Synergy_ZIP=2.69, Synergy_Bliss=0.673, Synergy_Loewe=-4.33, Synergy_HSA=-5.09. (5) Drug 1: C1CC(=O)NC(=O)C1N2CC3=C(C2=O)C=CC=C3N. Drug 2: C(=O)(N)NO. Cell line: MALME-3M. Synergy scores: CSS=5.64, Synergy_ZIP=0.0547, Synergy_Bliss=0.712, Synergy_Loewe=0.770, Synergy_HSA=0.0834. (6) Drug 1: CC1C(C(CC(O1)OC2CC(CC3=C2C(=C4C(=C3O)C(=O)C5=C(C4=O)C(=CC=C5)OC)O)(C(=O)CO)O)N)O.Cl. Cell line: HCT116. Synergy scores: CSS=48.0, Synergy_ZIP=6.85, Synergy_Bliss=3.93, Synergy_Loewe=-20.2, Synergy_HSA=3.92. Drug 2: CCC1(C2=C(COC1=O)C(=O)N3CC4=CC5=C(C=CC(=C5CN(C)C)O)N=C4C3=C2)O.Cl. (7) Drug 1: C1=CC=C(C=C1)NC(=O)CCCCCCC(=O)NO. Drug 2: C(CCl)NC(=O)N(CCCl)N=O. Cell line: 786-0. Synergy scores: CSS=16.5, Synergy_ZIP=-3.14, Synergy_Bliss=3.17, Synergy_Loewe=1.12, Synergy_HSA=1.83.